The task is: Regression. Given a target protein amino acid sequence and a drug SMILES string, predict the binding affinity score between them. We predict pIC50 (pIC50 = -log10(IC50 in M); higher means more potent). Dataset: bindingdb_ic50.. This data is from Drug-target binding data from BindingDB using IC50 measurements. (1) The small molecule is CCOc1ncccc1-c1cc(NCc2nccc(OC)n2)c2c(n1)c(C)nn2C(C)C. The target protein (Q14123) has sequence MESPTKEIEEFESNSLKYLQPEQIEKIWLRLRGLRKYKKTSQRLRSLVKQLERGEASVVDLKKNLEYAATVLESVYIDETRRLLDTEDELSDIQSDAVPSEVRDWLASTFTRQMGMMLRRSDEKPRFKSIVHAVQAGIFVERMYRRTSNMVGLSYPPAVIEALKDVDKWSFDVFSLNEASGDHALKFIFYELLTRYDLISRFKIPISALVSFVEALEVGYSKHKNPYHNLMHAADVTQTVHYLLYKTGVANWLTELEIFAIIFSAAIHDYEHTGTTNNFHIQTRSDPAILYNDRSVLENHHLSAAYRLLQDDEEMNILINLSKDDWREFRTLVIEMVMATDMSCHFQQIKAMKTALQQPEAIEKPKALSLMLHTADISHPAKAWDLHHRWTMSLLEEFFRQGDREAELGLPFSPLCDRKSTMVAQSQVGFIDFIVEPTFTVLTDMTEKIVSPLIDETSQTGGTGQRRSSLNSISSSDAKRSGVKTSGSEGSAPINNSVIS.... The pIC50 is 7.7. (2) The compound is CC[C@H](C)[C@H](NC(=O)[C@H](Cc1ccc(O)cc1)NC(=O)[C@@H]1CCCN1C(=O)[C@@H](N)CCCN=C(N)NC(=O)[C@@H](N)CCCCN)C(=O)N[C@@H](CC(C)C)C(=O)O. The pIC50 is 8.7. The target protein (O95665) has sequence METSSPRPPRPSSNPGLSLDARLGVDTRLWAKVLFTALYALIWALGAAGNALSAHVVLKARAGRAGRLRHHVLSLALAGLLLLLVGVPVELYSFVWFHYPWVFGDLGCRGYYFVHELCAYATVLSVAGLSAERCLAVCQPLRARSLLTPRRTRWLVALSWAASLGLALPMAVIMGQKHELETADGEPEPASRVCTVLVSRTALQVFIQVNVLVSFVLPLALTAFLNGVTVSHLLALCSQVPSTSTPGSSTPSRLELLSEEGLLSFIVWKKTFIQGGQVSLVRHKDVRRIRSLQRSVQVLRAIVVMYVICWLPYHARRLMYCYVPDDAWTDPLYNFYHYFYMVTNTLFYVSSAVTPLLYNAVSSSFRKLFLEAVSSLCGEHHPMKRLPPKPQSPTLMDTASGFGDPPETRT. (3) The small molecule is CN1C(=O)COc2cc(-c3cccnc3)ccc21. The target protein (P15538) has sequence MALRAKAEVCMAVPWLSLQRAQALGTRAARVPRTVLPFEAMPRRPGNRWLRLLQIWREQGYEDLHLEVHQTFQELGPIFRYDLGGAGMVCVMLPEDVEKLQQVDSLHPHRMSLEPWVAYRQHRGHKCGVFLLNGPEWRFNRLRLNPEVLSPNAVQRFLPMVDAVARDFSQALKKKVLQNARGSLTLDVQPSIFHYTIEASNLALFGERLGLVGHSPSSASLNFLHALEVMFKSTVQLMFMPRSLSRWTSPKVWKEHFEAWDCIFQYGDNCIQKIYQELAFSRPQQYTSIVAELLLNAELSPDAIKANSMELTAGSVDTTVFPLLMTLFELARNPNVQQALRQESLAAAASISEHPQKATTELPLLRAALKETLRLYPVGLFLERVASSDLVLQNYHIPAGTLVRVFLYSLGRNPALFPRPERYNPQRWLDIRGSGRNFYHVPFGFGMRQCLGRRLAEAEMLLLLHHVLKHLQVETLTQEDIKMVYSFILRPSMFPLLTFR.... The pIC50 is 6.1. (4) The drug is Cc1nc(C)c(OC(=O)/N=C(\N)c2ccc(CC3NCCn4c3nc3cc(C5(C(=O)N6CCCC6)CCCC5)ccc34)cc2)nc1C. The target protein sequence is QELLCAASLISDRWVLTAAHCLLYPPWDKNFTVNDILVRIGKYARSRYERNMEKISTLEKIIIHPGYNWRENLDRDIALMKLKKPVAFSDYIHPVCLPDKQIVTSLLQAGHKGRVTGWGNLKEMWTVNMNEVQPSVLQMVNLPLVERPICKASTGIRVTDNMFCAGYKPEEGKRGDACEGDSGGPFVMKNPYNNRWYQMGIVSWGEGCDRDGKYGFYTHVFRLKKWIRKMVDRFG. The pIC50 is 5.7. (5) The small molecule is COC1/C=C/OC2(C)Oc3c(C)c(O)c4c(O)c(c(/C=N/N5C(C)CN(Cc6ccccc6)CC5C)cc4c3C2=O)NC(=O)/C(C)=C\C=C\C(C)C(O)C(C)C(O)C(C)C(OC(C)=O)C1C. The target protein (P03359) has sequence MGQNNSTPLSLTLDHWKDVRTRAHNLSVKIRKGKWQTFCSSEWPTFGVGWPPEGTFNLSVIFAVKRIVFQETGGHPDQVPYIVVWQDLAQSPPPWVPPSAKIAVVSSPENTRGPSAGRPSAPPRPPIYPATDDLLLLSEPPPYPAALPPPLAPPAVGPAPGQAPDSSDPEGPAAGTRSRRARSPADDSGPDSTVILPLRAIGPPAEPNGLVPLQYWPFSSADLYNWKSNHPSFSENPAGLTGLLESLMFSHQPTWDDCQQLLQILFTTEERERILLEARKNVLGDNGAPTQLENLINEAFPLNRPQWDYNTAAGRERLLVYRRTLVAGLKGAARRPTNLAKVREVLQGPAEPPSVFLERLMEAYRRYTPFDPSEEGQQAAVAMAFIGQSAPDIKKKLQRLEGLQDYSLQDLVREAEKVYHKRETEEERQEREKKEAEERERRRDRRQEKNLTRILAAVVSERGSRDRQTGNLSNRARKTPRDGRPPLDKDQCAYCKEKGH.... The pIC50 is 10. (6) The drug is O=C1CC(c2cccc(-n3ccnn3)c2)=Nc2cc(O)c(C#Cc3ccc(F)cc3)cc2N1. The target protein (P70579) has sequence MVCEGKRLASCPCFFLLTAKFYWILTMMQRTHSQEYAHSIRVDGDIILGGLFPVHAKGERGVPCGELKKEKGIHRLEAMLYAIDQINKDPDLLSNITLGVRILDTCSRDTYALEQSLTFVQALIEKDASDVKCANGDPPIFTKPDKISGVIGAAASSVSIMVANILRLFKIPQISYASTAPELSDNTRYDFFSRVVPPDSYQAQAMVDIVTALGWNYVSTLASEGNYGESGVEAFTQISREIGGVCIAQSQKIPREPRPGEFEKIIKRLLETPNARAVIMFANEDDIRRILEAAKKLNQSGHFLWIGSDSWGSKIAPVYQQEEIAEGAVTILPKRASIDGFDRYFRSRTLANNRRNVWFAEFWEENFGCKLGSHGKRNSHIKKCTGLERIARDSSYEQEGKVQFVIDAVYSMAYALHNMHKERCPGYIGLCPRMVTIDGKELLGYIRAVNFNGSAGTPVTFNENGDAPGRYDIFQYQINNKSTEYKIIGHWTNQLHLKVE.... The pIC50 is 5.3. (7) The pIC50 is 7.8. The drug is COc1ccc(C(=O)N(CCCc2cccc(OCC(=O)O)c2)CCC(c2ccccc2)c2ccccc2)cc1. The target protein sequence is MANATLKPLCPVLKDMSLLGSHSNSSLRYMDHISVLLHGLAALLGLVENGLIVFVVGCRMRQTVVTTWALHLALSDLLASAALPFFTYFLAVGHSWELGTAFCKLHSSVFFLNMFASGFLLSAISLDRCVRVVHPVWAQNHRSVSVARRVCAVLWALALLNTVPYFVFRDTILRRDGRTMCYYNVLLLAPAGDHNATCGTRQMALALSKFLLAFALPLGIIAASHAVVSARLQRRPQGGVRPGRFVRLVAAVVAAFALCWGPYHAFSLIEARAHAVPSLRPLAWRALPFVSSLAFINSVVNPLLYVLTCPDVGRKLRRSLRAVLESVLVDDGELGSRYRRRGGSSSPAVASASSSLSLAPATHQACSLLRWLRGSRGTGSDDAPSSASGQG. (8) The small molecule is CC(C)C[C@H](NC(=O)[C@H](CCCCN)NC(=O)CNC(=O)[C@H](CC(C)C)NC(=O)[C@@H](NC(=O)[C@H](CS)NC(=O)[C@@H](NC(=O)[C@H](CO)NC(=O)[C@H](CC(C)C)NC(=O)[C@H](CC(N)=O)NC(=O)[C@H](CO)NC(=O)[C@@H](N)CS)[C@@H](C)O)C(C)C)C(=O)N[C@@H](CO)C(=O)N[C@@H](CCC(N)=O)C(=O)N[C@@H](CCC(=O)O)C(=O)N[C@@H](CC(C)C)C(=O)N[C@H]1CC(=O)NCCC[C@@H](C(=O)N[C@@H](Cc2ccc(O)cc2)C(=O)N2CCC[C@@H]2C(=O)N[C@@H](CCCN=C(N)N)C(=O)N[C@H](C(=O)N[C@@H](CC(N)=O)C(=O)N[C@H](C(=O)NCC(=O)N[C@@H](CO)C(=O)NCC(=O)N[C@H](C(=O)N2CCC[C@@H]2C(N)=O)[C@@H](C)O)[C@@H](C)O)[C@@H](C)O)NC(=O)[C@H](CCC(N)=O)NC(=O)[C@H](CC(C)C)NC(=O)[C@H](CCCCN)NC1=O. The target protein (P32214) has sequence MRFLLLNRFTLLLLLLVSPTPVLQAPTNLTDSGLDQEPFLYLVGRKKLLDAQYKCYDRIQQLPPYEGEGPYCNRTWDGWMCWDDTPAGVMSYQHCPDYFPDFDPTEKVSKYCDENGEWFRHPDSNRTWSNYTLCNAFTPDKLHNAYVLYYLALVGHSMSIAALIASMGIFLFFKNLSCQRVTLHKNMFLTYILNSIIIIIHLVEVVPNGDLVRRDPMHIFHHNTYMWTMQWELSPPLPLSAHEGKMDPHDSEVISCKILHFFHQYMMACNYFWMLCEGIYLHTLIVMAVFTEDQRLRWYYLLGWGFPIVPTIIHAITRAVYYNDNCWLSTETHLLYIIHGPVMAALVVNFFFLLNIVRVLVTKMRQTHEAEAYMYLKAVKATMVLVPLLGIQFVVFPWRPSNKVLGKIYDYLMHSLIHFQGFFVATIYCFCNHEVQVTLKRQWAQFKIQWSHRWGRRRRPTNRVVSAPRAVAFAEPGGLPIYICHQEPRNPPVSNNEGEE.... The pIC50 is 9.4.